From a dataset of Forward reaction prediction with 1.9M reactions from USPTO patents (1976-2016). Predict the product of the given reaction. Given the reactants C([N:8]1[C@@H:13]([CH3:14])[CH2:12][O:11][C@H:10]([CH2:15][C:16]2[CH:21]=[CH:20][C:19]([F:22])=[CH:18][CH:17]=2)[CH2:9]1)C1C=CC=CC=1, predict the reaction product. The product is: [F:22][C:19]1[CH:20]=[CH:21][C:16]([CH2:15][C@H:10]2[O:11][CH2:12][C@H:13]([CH3:14])[NH:8][CH2:9]2)=[CH:17][CH:18]=1.